Dataset: Full USPTO retrosynthesis dataset with 1.9M reactions from patents (1976-2016). Task: Predict the reactants needed to synthesize the given product. (1) Given the product [CH3:2][N:3]([CH3:25])[CH2:4]/[CH:5]=[CH:48]\[C:43]1[C:42]([O:41][CH2:40][CH2:39][O:38][CH:33]2[CH2:34][CH2:35][CH2:36][CH2:37][O:32]2)=[CH:47][CH:46]=[CH:45][N:44]=1, predict the reactants needed to synthesize it. The reactants are: [Br-].[CH3:2][N:3]([CH3:25])[CH2:4][CH2:5][P+](C1C=CC=CC=1)(C1C=CC=CC=1)C1C=CC=CC=1.CC(C)([O-])C.[K+].[O:32]1[CH2:37][CH2:36][CH2:35][CH2:34][CH:33]1[O:38][CH2:39][CH2:40][O:41][C:42]1[C:43]([CH:48]=O)=[N:44][CH:45]=[CH:46][CH:47]=1. (2) Given the product [I:24][C:3]1[C:4]2[C:9](=[CH:8][C:7]([NH:10][C:11](=[O:17])[O:12][C:13]([CH3:14])([CH3:16])[CH3:15])=[CH:6][CH:5]=2)[NH:1][CH:2]=1, predict the reactants needed to synthesize it. The reactants are: [NH:1]1[C:9]2[C:4](=[CH:5][CH:6]=[C:7]([NH:10][C:11](=[O:17])[O:12][C:13]([CH3:16])([CH3:15])[CH3:14])[CH:8]=2)[CH:3]=[CH:2]1.C(=O)([O-])[O-].[K+].[K+].[I:24]I.C(OC)(C)(C)C. (3) Given the product [CH3:10][N:11]([CH3:12])[C:2]1[C:3]([CH3:9])=[CH:4][CH:5]=[C:6]([NH2:8])[N:7]=1, predict the reactants needed to synthesize it. The reactants are: Cl[C:2]1[N:7]=[C:6]([NH2:8])[CH:5]=[CH:4][C:3]=1[CH3:9].[CH3:10][NH:11][CH3:12].